From a dataset of Forward reaction prediction with 1.9M reactions from USPTO patents (1976-2016). Predict the product of the given reaction. The product is: [F:1][C:2]1[C:3]2[C:4]3[C:8](=[CH:9][CH:10]=1)[NH:7][C:6](=[O:11])[C:5]=3[C:12]([C:19]1[NH:20][CH:21]=[CH:22][CH:23]=1)=[CH:13][C:14]=2[S:15]([CH2:16][CH2:17][OH:18])=[O:32]. Given the reactants [F:1][C:2]1[C:3]2[C:4]3[C:8](=[CH:9][CH:10]=1)[NH:7][C:6](=[O:11])[C:5]=3[C:12]([C:19]1[NH:20][CH:21]=[CH:22][CH:23]=1)=[CH:13][C:14]=2[S:15][CH2:16][CH2:17][OH:18].C1C=C(Cl)C=C(C(OO)=[O:32])C=1, predict the reaction product.